From a dataset of M1 muscarinic receptor antagonist screen with 61,756 compounds. Binary Classification. Given a drug SMILES string, predict its activity (active/inactive) in a high-throughput screening assay against a specified biological target. The drug is O=C(NCCNC(=O)c1occc1)C(c1ccccc1)c1ccccc1. The result is 0 (inactive).